Dataset: Forward reaction prediction with 1.9M reactions from USPTO patents (1976-2016). Task: Predict the product of the given reaction. Given the reactants [C:1]1([S:7]([N:10]2[C:14]3=[N:15][CH:16]=[C:17]([F:19])[CH:18]=[C:13]3[CH:12]=[C:11]2[C:20]([C:27]2[CH:32]=[CH:31][C:30]([S:33][CH3:34])=[CH:29][CH:28]=2)([OH:26])[CH2:21][CH:22]2[CH2:25][CH2:24][CH2:23]2)(=[O:9])=[O:8])[CH:6]=[CH:5][CH:4]=[CH:3][CH:2]=1.I([O-])(=O)(=O)=[O:36].[Na+], predict the reaction product. The product is: [C:1]1([S:7]([N:10]2[C:14]3=[N:15][CH:16]=[C:17]([F:19])[CH:18]=[C:13]3[CH:12]=[C:11]2[C:20]([C:27]2[CH:28]=[CH:29][C:30]([S:33]([CH3:34])=[O:36])=[CH:31][CH:32]=2)([OH:26])[CH2:21][CH:22]2[CH2:25][CH2:24][CH2:23]2)(=[O:8])=[O:9])[CH:2]=[CH:3][CH:4]=[CH:5][CH:6]=1.